This data is from Full USPTO retrosynthesis dataset with 1.9M reactions from patents (1976-2016). The task is: Predict the reactants needed to synthesize the given product. (1) Given the product [C:1]([O:6][C@@H:7]1[C@@H:15]([CH2:16][C:17]2[C:26]3[C:21](=[CH:22][CH:23]=[CH:24][CH:25]=3)[CH:20]=[CH:19][CH:18]=2)[CH2:14][O:13][CH2:12][C@H:11]([NH:27][C:28](=[O:38])[C:29]2[C:34]([O:35][C:41](=[O:43])[CH3:42])=[C:33]([O:36][CH3:37])[CH:32]=[CH:31][N:30]=2)[C:10](=[O:39])[O:9][C@H:8]1[CH3:40])(=[O:5])[CH:2]([CH3:3])[CH3:4], predict the reactants needed to synthesize it. The reactants are: [C:1]([O:6][C@@H:7]1[C@@H:15]([CH2:16][C:17]2[C:26]3[C:21](=[CH:22][CH:23]=[CH:24][CH:25]=3)[CH:20]=[CH:19][CH:18]=2)[CH2:14][O:13][CH2:12][C@H:11]([NH:27][C:28](=[O:38])[C:29]2[C:34]([OH:35])=[C:33]([O:36][CH3:37])[CH:32]=[CH:31][N:30]=2)[C:10](=[O:39])[O:9][C@H:8]1[CH3:40])(=[O:5])[CH:2]([CH3:4])[CH3:3].[C:41](Cl)(=[O:43])[CH3:42]. (2) Given the product [C:1]([C:4]1[C:12]2[C:7](=[CH:8][C:9]([C:13]([O:15][CH3:16])=[O:14])=[CH:10][CH:11]=2)[N:6]([CH3:17])[CH:5]=1)(=[O:3])[CH3:2], predict the reactants needed to synthesize it. The reactants are: [C:1]([C:4]1[C:12]2[C:7](=[CH:8][C:9]([C:13]([O:15][CH3:16])=[O:14])=[CH:10][CH:11]=2)[NH:6][CH:5]=1)(=[O:3])[CH3:2].[CH3:17]N(C=O)C.[H-].[Na+].CI. (3) Given the product [C:27]([O:31][C:32]([N:34]1[CH2:38][CH2:37][CH:36]([O:39][C:40]2[CH:45]=[CH:44][C:43]([I:46])=[CH:42][C:41]=2[CH:47]2[C:10]3([C:11]4[C:16](=[CH:15][C:14]([Cl:17])=[CH:13][CH:12]=4)[NH:8][C:9]3=[O:26])[CH:18]([C:19]3[CH:24]=[CH:23][CH:22]=[C:21]([Cl:25])[CH:20]=3)[CH2:50][C:49](=[O:51])[NH:48]2)[CH2:35]1)=[O:33])([CH3:30])([CH3:28])[CH3:29], predict the reactants needed to synthesize it. The reactants are: C(OC([N:8]1[C:16]2[C:11](=[CH:12][CH:13]=[C:14]([Cl:17])[CH:15]=2)/[C:10](=[CH:18]/[C:19]2[CH:24]=[CH:23][CH:22]=[C:21]([Cl:25])[CH:20]=2)/[C:9]1=[O:26])=O)(C)(C)C.[C:27]([O:31][C:32]([N:34]1[CH2:38][CH2:37][CH:36]([O:39][C:40]2[CH:45]=[CH:44][C:43]([I:46])=[CH:42][C:41]=2[CH:47]=[N:48][C:49]([O:51][Si](C)(C)C)=[CH2:50])[CH2:35]1)=[O:33])([CH3:30])([CH3:29])[CH3:28]. (4) The reactants are: [CH3:1][O:2][C:3]1[C:23]([O:24][CH3:25])=[C:22]([O:26][CH3:27])[CH:21]=[CH:20][C:4]=1[CH2:5][CH:6]1[C:15]2[C:10](=[CH:11][C:12]([O:18][CH3:19])=[C:13]([O:16][CH3:17])[CH:14]=2)[CH2:9][CH2:8][NH:7]1.Br[CH2:29][C:30](Br)=[O:31].[CH2:33]([NH2:40])[C:34]1[CH:39]=[CH:38][CH:37]=[CH:36][CH:35]=1. Given the product [CH3:1][O:2][C:3]1[C:23]([O:24][CH3:25])=[C:22]([O:26][CH3:27])[CH:21]=[CH:20][C:4]=1[CH2:5][CH:6]1[C:15]2[C:10](=[CH:11][C:12]([O:18][CH3:19])=[C:13]([O:16][CH3:17])[CH:14]=2)[CH2:9][CH2:8][N:7]1[CH2:29][C:30]([NH:40][CH2:33][C:34]1[CH:39]=[CH:38][CH:37]=[CH:36][CH:35]=1)=[O:31], predict the reactants needed to synthesize it. (5) Given the product [ClH:45].[CH3:1][O:2][C:3]1[CH:8]=[CH:7][C:6]([O:9][CH3:10])=[CH:5][C:4]=1[C:11]1[S:19][C:18]2[C:17](=[O:20])[N:16]([CH:21]3[CH2:26][CH2:25][NH:24][CH2:23][CH2:22]3)[C:15](=[O:34])[N:14]([CH2:35][C:36]3[CH:41]=[CH:40][C:39]([O:42][CH3:43])=[C:38]([F:44])[CH:37]=3)[C:13]=2[CH:12]=1, predict the reactants needed to synthesize it. The reactants are: [CH3:1][O:2][C:3]1[CH:8]=[CH:7][C:6]([O:9][CH3:10])=[CH:5][C:4]=1[C:11]1[S:19][C:18]2[C:17](=[O:20])[N:16]([CH:21]3[CH2:26][CH2:25][N:24](C(OC(C)(C)C)=O)[CH2:23][CH2:22]3)[C:15](=[O:34])[N:14]([CH2:35][C:36]3[CH:41]=[CH:40][C:39]([O:42][CH3:43])=[C:38]([F:44])[CH:37]=3)[C:13]=2[CH:12]=1.[ClH:45]. (6) Given the product [C:44]([CH2:43][N:15]1[C:16]2[C:21](=[C:20]([CH2:22][CH2:23][C:24]3[CH:29]=[CH:28][C:27]([O:30][CH2:31][CH2:32][CH2:33][NH:34][C:35]([CH2:36][OH:37])([CH2:40][OH:41])[CH2:38][OH:39])=[CH:26][CH:25]=3)[CH:19]=[CH:18][CH:17]=2)[C:13]([O:12][C@@H:1]2[O:9][C@H:8]([CH2:10][OH:11])[C@@H:6]([OH:7])[C@H:4]([OH:5])[C@H:2]2[OH:3])=[N:14]1)(=[O:45])[NH2:46], predict the reactants needed to synthesize it. The reactants are: [C@@H:1]1([O:12][C:13]2[C:21]3[C:16](=[CH:17][CH:18]=[CH:19][C:20]=3[CH2:22][CH2:23][C:24]3[CH:29]=[CH:28][C:27]([O:30][CH2:31][CH2:32][CH2:33][NH:34][C:35]([CH2:40][OH:41])([CH2:38][OH:39])[CH2:36][OH:37])=[CH:26][CH:25]=3)[NH:15][N:14]=2)[O:9][C@H:8]([CH2:10][OH:11])[C@@H:6]([OH:7])[C@H:4]([OH:5])[C@H:2]1[OH:3].Br[CH2:43][C:44]([NH2:46])=[O:45].C(=O)([O-])[O-].[Cs+].[Cs+].[I-].[Na+]. (7) The reactants are: C([Si](C)(C)[O:6][CH2:7][CH2:8][N:9]([C:35]#[N:36])[C:10]1[CH:15]=[CH:14][C:13]([NH:16][C:17]([C:19]2[CH:24]=[CH:23][C:22]([CH3:25])=[CH:21][C:20]=2[NH:26][C:27]([C:29]2[S:30][C:31]([Cl:34])=[CH:32][CH:33]=2)=[O:28])=[O:18])=[CH:12][CH:11]=1)(C)(C)C.[CH3:39][S:40]([OH:43])(=[O:42])=[O:41]. Given the product [CH3:39][S:40]([OH:43])(=[O:42])=[O:41].[Cl:34][C:31]1[S:30][C:29]([C:27]([NH:26][C:20]2[CH:21]=[C:22]([CH3:25])[CH:23]=[CH:24][C:19]=2[C:17]([NH:16][C:13]2[CH:12]=[CH:11][C:10]([N:9]3[CH2:8][CH2:7][O:6][C:35]3=[NH:36])=[CH:15][CH:14]=2)=[O:18])=[O:28])=[CH:33][CH:32]=1, predict the reactants needed to synthesize it. (8) The reactants are: [C:1](Cl)(=[O:3])[CH3:2].[NH2:5][CH:6]([C:11]1[CH:16]=[C:15]([F:17])[CH:14]=[CH:13][C:12]=1[F:18])[CH2:7][C:8](O)=[O:9].Cl. Given the product [CH2:1]([O:3][C:8](=[O:9])[CH2:7][CH:6]([NH2:5])[C:11]1[CH:16]=[C:15]([F:17])[CH:14]=[CH:13][C:12]=1[F:18])[CH3:2], predict the reactants needed to synthesize it.